Dataset: M1 muscarinic receptor antagonist screen with 61,756 compounds. Task: Binary Classification. Given a drug SMILES string, predict its activity (active/inactive) in a high-throughput screening assay against a specified biological target. The molecule is FC(F)(F)c1cc(N)c(cc1)C(O)=O. The result is 0 (inactive).